This data is from Forward reaction prediction with 1.9M reactions from USPTO patents (1976-2016). The task is: Predict the product of the given reaction. (1) Given the reactants [Cl:1][C:2]1[CH:16]=[CH:15][C:5]([O:6][C:7]2[CH:8]=[C:9]([CH:12]=[CH:13][CH:14]=2)[CH:10]=[O:11])=[C:4]([N+:17]([O-:19])=[O:18])[CH:3]=1.[BH4-].[Na+], predict the reaction product. The product is: [Cl:1][C:2]1[CH:16]=[CH:15][C:5]([O:6][C:7]2[CH:8]=[C:9]([CH2:10][OH:11])[CH:12]=[CH:13][CH:14]=2)=[C:4]([N+:17]([O-:19])=[O:18])[CH:3]=1. (2) The product is: [CH3:26][O:27][C:28]1[CH:29]=[C:30]([CH3:49])[C:31]([S:35]([N:38]([CH2:40][C:41]2[O:45][CH:44]=[C:43]([C:46]([N:4]([CH3:3])[CH2:5][C:6]3[S:7][C:8]([CH2:11][N:12]4[CH2:16][CH2:15][CH2:14][CH2:13]4)=[N:9][N:10]=3)=[O:48])[CH:42]=2)[CH3:39])(=[O:36])=[O:37])=[C:32]([CH3:34])[CH:33]=1. Given the reactants Cl.Cl.[CH3:3][NH:4][CH2:5][C:6]1[S:7][C:8]([CH2:11][N:12]2[CH2:16][CH2:15][CH2:14][CH2:13]2)=[N:9][N:10]=1.CCN(C(C)C)C(C)C.[CH3:26][O:27][C:28]1[CH:33]=[C:32]([CH3:34])[C:31]([S:35]([N:38]([CH2:40][C:41]2[O:45][CH:44]=[C:43]([C:46]([OH:48])=O)[CH:42]=2)[CH3:39])(=[O:37])=[O:36])=[C:30]([CH3:49])[CH:29]=1.C1C=CC2N(O)N=NC=2C=1.CCN=C=NCCCN(C)C, predict the reaction product.